Dataset: Catalyst prediction with 721,799 reactions and 888 catalyst types from USPTO. Task: Predict which catalyst facilitates the given reaction. (1) Reactant: [Br:1][C:2]1[CH:3]=[C:4]([N:10](C)[C:11](=O)OC(C)(C)C)[C:5](=[O:9])[N:6]([CH3:8])[CH:7]=1.Cl.O1CCOCC1. Product: [Br:1][C:2]1[CH:3]=[C:4]([NH:10][CH3:11])[C:5](=[O:9])[N:6]([CH3:8])[CH:7]=1. The catalyst class is: 2. (2) Reactant: [N-:1]=[N+:2]=[N-:3].[Na+].[C:5]([O:9][C:10]([N:12]1[CH2:17][CH2:16][N:15]([CH2:18][CH2:19][CH2:20]Br)[CH2:14][CH2:13]1)=[O:11])([CH3:8])([CH3:7])[CH3:6].C(OCC)(=O)C.[Cl-].[Na+]. Product: [C:5]([O:9][C:10]([N:12]1[CH2:17][CH2:16][N:15]([CH2:18][CH2:19][CH2:20][N:1]=[N+:2]=[N-:3])[CH2:14][CH2:13]1)=[O:11])([CH3:8])([CH3:7])[CH3:6]. The catalyst class is: 3.